Dataset: Reaction yield outcomes from USPTO patents with 853,638 reactions. Task: Predict the reaction yield, written as a fraction of the theoretical maximum amount of product (1.0 means a 100% yield; for example, 0.34 means a 34% yield). (1) The reactants are [F:1][C:2]1([F:16])[CH2:7][CH2:6][N:5]([C:8]2[N:13]=[CH:12][N:11]=[C:10]([CH2:14][NH2:15])[CH:9]=2)[CH2:4][CH2:3]1.[F:17][C:18]1[CH:23]=[CH:22][C:21]([S:24]([N:27]([CH2:31][C:32](O)=[O:33])[CH:28]([CH3:30])[CH3:29])(=[O:26])=[O:25])=[CH:20][CH:19]=1.CN(C(ON1N=NC2C=CC=NC1=2)=[N+](C)C)C.F[P-](F)(F)(F)(F)F.CCN(C(C)C)C(C)C. The catalyst is C(Cl)Cl. The product is [F:16][C:2]1([F:1])[CH2:7][CH2:6][N:5]([C:8]2[N:13]=[CH:12][N:11]=[C:10]([CH2:14][NH:15][C:32](=[O:33])[CH2:31][N:27]([CH:28]([CH3:29])[CH3:30])[S:24]([C:21]3[CH:22]=[CH:23][C:18]([F:17])=[CH:19][CH:20]=3)(=[O:25])=[O:26])[CH:9]=2)[CH2:4][CH2:3]1. The yield is 0.300. (2) The reactants are [N+:1]([C:4]1[CH:5]=[C:6]2[C:10](=[CH:11][CH:12]=1)[NH:9][C:8]([CH:13]([CH3:16])[CH2:14][OH:15])=[CH:7]2)([O-])=O.O.O.[Sn](Cl)(Cl)(Cl)Cl. The catalyst is C(O)C.C(OCC)(=O)C.O.C([O-])(O)=O.[Na+]. The product is [NH2:1][C:4]1[CH:5]=[C:6]2[C:10](=[CH:11][CH:12]=1)[NH:9][C:8]([CH:13]([CH3:16])[CH2:14][OH:15])=[CH:7]2. The yield is 0.820. (3) The catalyst is [C].[Pd].CO.CN(C)C=O. The product is [N:26]1([C:8]([C:7]2[CH:11]=[CH:12][C:4]([NH2:1])=[CH:5][C:6]=2[C:13]([F:16])([F:15])[F:14])=[O:10])[CH2:31][CH2:30][O:29][CH2:28][CH2:27]1. The yield is 0.720. The reactants are [N+:1]([C:4]1[CH:12]=[CH:11][C:7]([C:8]([OH:10])=O)=[C:6]([C:13]([F:16])([F:15])[F:14])[CH:5]=1)([O-])=O.ClCCl.C(Cl)(=O)C(Cl)=O.[NH:26]1[CH2:31][CH2:30][O:29][CH2:28][CH2:27]1. (4) The reactants are [H-].[Na+].[C:3]1([NH:9][C:10]2[N:11]=[CH:12][C:13]3[CH:19]=[CH:18][C:17](=[O:20])[NH:16][C:14]=3[N:15]=2)[CH:8]=[CH:7][CH:6]=[CH:5][CH:4]=1.Br[CH:22]([CH2:25][CH3:26])[CH2:23][CH3:24]. The catalyst is CN(C)C=O. The product is [CH2:23]([CH:22]([N:16]1[C:14]2[N:15]=[C:10]([NH:9][C:3]3[CH:4]=[CH:5][CH:6]=[CH:7][CH:8]=3)[N:11]=[CH:12][C:13]=2[CH:19]=[CH:18][C:17]1=[O:20])[CH2:25][CH3:26])[CH3:24]. The yield is 0.230.